From a dataset of Full USPTO retrosynthesis dataset with 1.9M reactions from patents (1976-2016). Predict the reactants needed to synthesize the given product. (1) Given the product [F:1][C:2]([F:37])([F:36])[C:3]1[CH:4]=[C:5]([C:13]([N:15]2[C@H:20]([CH2:21][C:22]3[C:30]4[C:25](=[CH:26][CH:27]=[CH:28][CH:29]=4)[NH:24][CH:23]=3)[CH2:19][N:18]3[CH2:31][C@H:32]([N:38]4[CH2:43][CH2:42][O:41][CH2:40][CH2:39]4)[CH2:33][CH2:34][C@@H:17]3[CH2:16]2)=[O:14])[CH:6]=[C:7]([C:9]([F:12])([F:11])[F:10])[CH:8]=1.[F:1][C:2]([F:37])([F:36])[C:3]1[CH:4]=[C:5]([C:13]([N:15]2[C@H:20]([CH2:21][C:22]3[C:30]4[C:25](=[CH:26][CH:27]=[CH:28][CH:29]=4)[NH:24][CH:23]=3)[CH2:19][N:18]3[CH2:31][C@@H:32]([N:38]4[CH2:43][CH2:42][O:41][CH2:40][CH2:39]4)[CH2:33][CH2:34][C@@H:17]3[CH2:16]2)=[O:14])[CH:6]=[C:7]([C:9]([F:12])([F:11])[F:10])[CH:8]=1, predict the reactants needed to synthesize it. The reactants are: [F:1][C:2]([F:37])([F:36])[C:3]1[CH:4]=[C:5]([C:13]([N:15]2[C@H:20]([CH2:21][C:22]3[C:30]4[C:25](=[CH:26][CH:27]=[CH:28][CH:29]=4)[NH:24][CH:23]=3)[CH2:19][N:18]3[CH2:31][CH:32](Br)[CH2:33][CH2:34][C@@H:17]3[CH2:16]2)=[O:14])[CH:6]=[C:7]([C:9]([F:12])([F:11])[F:10])[CH:8]=1.[NH:38]1[CH2:43][CH2:42][O:41][CH2:40][CH2:39]1. (2) Given the product [CH3:1][S:2]([C:5]1[CH:6]=[CH:7][C:8]([CH2:9][O:10][C:11]2[CH:12]=[CH:13][C:14]([CH:17]=[O:18])=[N:15][CH:16]=2)=[CH:19][CH:20]=1)(=[O:4])=[O:3], predict the reactants needed to synthesize it. The reactants are: [CH3:1][S:2]([C:5]1[CH:20]=[CH:19][C:8]([CH2:9][O:10][C:11]2[CH:12]=[CH:13][C:14]([CH2:17][OH:18])=[N:15][CH:16]=2)=[CH:7][CH:6]=1)(=[O:4])=[O:3]. (3) Given the product [CH2:1]([O:8][C:9]1[CH:17]=[CH:16][CH:15]=[C:14]2[C:10]=1[CH:11]=[C:12]([C:29]([F:32])([F:31])[F:30])[N:13]2[CH3:18])[C:2]1[CH:3]=[CH:4][CH:5]=[CH:6][CH:7]=1, predict the reactants needed to synthesize it. The reactants are: [CH2:1]([O:8][C:9]1[CH:17]=[CH:16][CH:15]=[C:14]2[C:10]=1[CH:11]=[CH:12][N:13]2[CH3:18])[C:2]1[CH:7]=[CH:6][CH:5]=[CH:4][CH:3]=1.CC1(C)C2C=CC=CC=2I([C:29]([F:32])([F:31])[F:30])O1. (4) Given the product [CH2:1]([N:8]1[C:13](=[O:14])[C:12]2[CH:15]=[C:16]([Br:18])[O:17][C:11]=2[N:10]=[C:9]1[CH:19]([NH:27][CH2:26][CH2:25][N:24]([CH3:28])[CH3:23])[CH2:20][CH3:21])[C:2]1[CH:7]=[CH:6][CH:5]=[CH:4][CH:3]=1, predict the reactants needed to synthesize it. The reactants are: [CH2:1]([N:8]1[C:13](=[O:14])[C:12]2[CH:15]=[C:16]([Br:18])[O:17][C:11]=2[N:10]=[C:9]1[CH:19](Br)[CH2:20][CH3:21])[C:2]1[CH:7]=[CH:6][CH:5]=[CH:4][CH:3]=1.[CH3:23][N:24]([CH3:28])[CH2:25][CH2:26][NH2:27]. (5) Given the product [CH3:19][O:20][C:21]1[CH:26]=[C:25]([B:27]2[O:31][C:30]([CH3:32])([CH3:33])[C:29]([CH3:34])([CH3:35])[O:28]2)[CH:24]=[CH:23][C:22]=1[NH:36][C:37](=[O:51])[O:38][C@H:39]([CH2:41][CH2:42][OH:43])[CH3:40], predict the reactants needed to synthesize it. The reactants are: [F-].C([N+](CCCC)(CCCC)CCCC)CCC.[CH3:19][O:20][C:21]1[CH:26]=[C:25]([B:27]2[O:31][C:30]([CH3:33])([CH3:32])[C:29]([CH3:35])([CH3:34])[O:28]2)[CH:24]=[CH:23][C:22]=1[NH:36][C:37](=[O:51])[O:38][C@H:39]([CH2:41][CH2:42][O:43][Si](C(C)(C)C)(C)C)[CH3:40].O. (6) Given the product [ClH:1].[Cl:8][C:4]1[CH:5]=[CH:6][CH:7]=[C:2]([Cl:1])[C:3]=1[NH:9][C:10]1[CH:11]=[CH:12][C:13]([CH:16]2[O:21][CH2:20][CH2:19][N:18]([CH2:22][CH2:23][C:24]([OH:26])=[O:25])[CH2:17]2)=[CH:14][CH:15]=1, predict the reactants needed to synthesize it. The reactants are: [Cl:1][C:2]1[CH:7]=[CH:6][CH:5]=[C:4]([Cl:8])[C:3]=1[NH:9][C:10]1[CH:15]=[CH:14][C:13]([CH:16]2[O:21][CH2:20][CH2:19][N:18]([CH2:22][CH2:23][C:24]([OH:26])=[O:25])[CH2:17]2)=[CH:12][CH:11]=1.Cl.O1CCOCC1. (7) The reactants are: [CH3:1][C:2]1[CH:3]=[CH:4][C:5]([NH2:8])=[CH:6][CH:7]=1.F[C:10]1[CH:15]=[CH:14][CH:13]=[CH:12][C:11]=1[N+:16]([O-:18])=[O:17].C(N(CC)CC)C.O. Given the product [N+:16]([C:11]1[CH:12]=[CH:13][CH:14]=[CH:15][C:10]=1[NH:8][C:5]1[CH:6]=[CH:7][C:2]([CH3:1])=[CH:3][CH:4]=1)([O-:18])=[O:17], predict the reactants needed to synthesize it. (8) Given the product [CH2:1]([N:3]1[C:7]2[CH2:8][CH2:9][CH2:10][NH:11][CH:12]([CH2:13][CH2:14][C:15]3[CH:20]=[CH:19][C:18]([C:21]([F:24])([F:23])[F:22])=[CH:17][C:16]=3[F:25])[C:6]=2[C:5]([CH3:27])=[N:4]1)[CH3:2], predict the reactants needed to synthesize it. The reactants are: [CH2:1]([N:3]1[C:7]([CH2:8][CH2:9][CH2:10][NH:11][C:12](=O)[CH2:13][CH2:14][C:15]2[CH:20]=[CH:19][C:18]([C:21]([F:24])([F:23])[F:22])=[CH:17][C:16]=2[F:25])=[CH:6][C:5]([CH3:27])=[N:4]1)[CH3:2].P(Cl)(Cl)(Cl)=O.[BH4-].[Na+]. (9) The reactants are: CO[C:3]([CH:5]1[CH2:7][N:6]1[CH:8]([C:10]1[C:19]2[C:14](=[CH:15][CH:16]=[CH:17][CH:18]=2)[CH:13]=[CH:12][CH:11]=1)[CH3:9])=[O:4].O([Si](C)(C)C)[K].CC(C)(C)C(Cl)=O.[CH2:33]([NH:37][CH2:38][CH2:39][C:40]1[CH:45]=[CH:44][CH:43]=[CH:42][CH:41]=1)[CH2:34][CH:35]=[CH2:36].C(=O)(O)[O-].[Na+]. Given the product [CH2:33]([N:37]([CH2:38][CH2:39][C:40]1[CH:41]=[CH:42][CH:43]=[CH:44][CH:45]=1)[C:3]([CH:5]1[CH2:7][N:6]1[CH:8]([C:10]1[C:19]2[C:14](=[CH:15][CH:16]=[CH:17][CH:18]=2)[CH:13]=[CH:12][CH:11]=1)[CH3:9])=[O:4])[CH2:34][CH:35]=[CH2:36], predict the reactants needed to synthesize it.